From a dataset of Reaction yield outcomes from USPTO patents with 853,638 reactions. Predict the reaction yield, written as a fraction of the theoretical maximum amount of product (1.0 means a 100% yield; for example, 0.34 means a 34% yield). The reactants are FC(F)(F)C1C=C(NC(=O)NC2C=CC(C3SC(CCC(O)=O)=NC=3)=CC=2)C=CC=1.[F:31][C:32]1[CH:37]=[CH:36][CH:35]=[C:34]([C:38]([F:41])([F:40])[F:39])[C:33]=1[NH:42][C:43](=[O:66])[NH:44][C:45]1[CH:50]=[CH:49][C:48]([C:51]2[S:55][C:54]([CH:56]3[CH2:61][CH2:60][CH:59]([C:62]([O:64]C)=[O:63])[CH2:58][CH2:57]3)=[N:53][CH:52]=2)=[CH:47][CH:46]=1. The product is [F:31][C:32]1[CH:37]=[CH:36][CH:35]=[C:34]([C:38]([F:40])([F:39])[F:41])[C:33]=1[NH:42][C:43](=[O:66])[NH:44][C:45]1[CH:46]=[CH:47][C:48]([C:51]2[S:55][C:54]([CH:56]3[CH2:57][CH2:58][CH:59]([C:62]([OH:64])=[O:63])[CH2:60][CH2:61]3)=[N:53][CH:52]=2)=[CH:49][CH:50]=1. No catalyst specified. The yield is 0.800.